Dataset: Peptide-MHC class I binding affinity with 185,985 pairs from IEDB/IMGT. Task: Regression. Given a peptide amino acid sequence and an MHC pseudo amino acid sequence, predict their binding affinity value. This is MHC class I binding data. (1) The peptide sequence is TFFIFNKLVK. The MHC is HLA-A11:01 with pseudo-sequence HLA-A11:01. The binding affinity (normalized) is 0.638. (2) The peptide sequence is EEVVENPTI. The MHC is HLA-B18:01 with pseudo-sequence HLA-B18:01. The binding affinity (normalized) is 0.00845. (3) The peptide sequence is AAQFNASPV. The MHC is HLA-A68:02 with pseudo-sequence HLA-A68:02. The binding affinity (normalized) is 0.312. (4) The peptide sequence is YTFEPHYFY. The MHC is HLA-B27:05 with pseudo-sequence HLA-B27:05. The binding affinity (normalized) is 0.0847. (5) The peptide sequence is VQNVYVKF. The MHC is Mamu-B52 with pseudo-sequence Mamu-B52. The binding affinity (normalized) is 0.403. (6) The peptide sequence is ITPDDGLGLR. The MHC is HLA-A03:01 with pseudo-sequence HLA-A03:01. The binding affinity (normalized) is 0. (7) The peptide sequence is KHDEEFCDM. The MHC is HLA-B44:02 with pseudo-sequence HLA-B44:02. The binding affinity (normalized) is 0.0847. (8) The binding affinity (normalized) is 0. The MHC is HLA-B44:02 with pseudo-sequence HLA-B44:02. The peptide sequence is YVFPVIFSR. (9) The peptide sequence is RNKLSYRNK. The MHC is HLA-A03:01 with pseudo-sequence HLA-A03:01. The binding affinity (normalized) is 0.00944.